The task is: Predict the reactants needed to synthesize the given product.. This data is from Full USPTO retrosynthesis dataset with 1.9M reactions from patents (1976-2016). (1) Given the product [C:36]([O:39][CH2:40][C:41]1[C:42]([C:2]2[N:10]=[C:9]3[C:5]([N:6]=[CH:7][N:8]3[CH2:11][O:12][CH2:13][CH2:14][Si:15]([CH3:18])([CH3:17])[CH3:16])=[C:4]([NH:19][C:20]3[CH:25]=[CH:24][C:23]([N:26]4[CH2:31][CH2:30][N:29]([CH:32]5[CH2:35][O:34][CH2:33]5)[CH2:28][CH2:27]4)=[CH:22][CH:21]=3)[N:3]=2)=[CH:43][C:44]([F:62])=[CH:45][C:46]=1[N:47]1[CH2:58][CH2:57][N:56]2[C:49](=[CH:50][C:51]3[CH2:52][C:53]([CH3:60])([CH3:59])[CH2:54][C:55]=32)[C:48]1=[O:61])(=[O:38])[CH3:37], predict the reactants needed to synthesize it. The reactants are: I[C:2]1[N:10]=[C:9]2[C:5]([N:6]=[CH:7][N:8]2[CH2:11][O:12][CH2:13][CH2:14][Si:15]([CH3:18])([CH3:17])[CH3:16])=[C:4]([NH:19][C:20]2[CH:25]=[CH:24][C:23]([N:26]3[CH2:31][CH2:30][N:29]([CH:32]4[CH2:35][O:34][CH2:33]4)[CH2:28][CH2:27]3)=[CH:22][CH:21]=2)[N:3]=1.[C:36]([O:39][CH2:40][C:41]1[C:46]([N:47]2[CH2:58][CH2:57][N:56]3[C:49](=[CH:50][C:51]4[CH2:52][C:53]([CH3:60])([CH3:59])[CH2:54][C:55]=43)[C:48]2=[O:61])=[CH:45][C:44]([F:62])=[CH:43][C:42]=1B1OC(C)(C)C(C)(C)O1)(=[O:38])[CH3:37].[O-]P([O-])([O-])=O.[K+].[K+].[K+].C([O-])(=O)C.[Na+]. (2) Given the product [CH2:6]([O:5][C:3](=[O:4])[CH:2]([N:14]1[CH2:18][C:17]([CH3:20])([CH3:19])[CH:16]([O:21][C:22]2[CH:27]=[CH:26][C:25]([C:28]#[N:29])=[C:24]([C:30]([F:32])([F:33])[F:31])[CH:23]=2)[C:15]1=[O:34])[CH3:8])[CH3:7], predict the reactants needed to synthesize it. The reactants are: Br[CH:2]([CH3:8])[C:3]([O:5][CH2:6][CH3:7])=[O:4].C(OC(=O)C[N:14]1[CH2:18][C:17]([CH3:20])([CH3:19])[CH:16]([O:21][C:22]2[CH:27]=[CH:26][C:25]([C:28]#[N:29])=[C:24]([C:30]([F:33])([F:32])[F:31])[CH:23]=2)[C:15]1=[O:34])C. (3) Given the product [CH3:19][O:18][C:11]1[CH:12]=[C:13]([O:16][CH3:17])[CH:14]=[CH:15][C:10]=1[CH2:9][NH:8][C:5]1[N:6]=[N:7][CH:2]=[CH:3][CH:4]=1, predict the reactants needed to synthesize it. The reactants are: Cl[C:2]1[N:7]=[N:6][C:5]([NH:8][CH2:9][C:10]2[CH:15]=[CH:14][C:13]([O:16][CH3:17])=[CH:12][C:11]=2[O:18][CH3:19])=[CH:4][CH:3]=1.C([O-])=O.[NH4+].